From a dataset of Forward reaction prediction with 1.9M reactions from USPTO patents (1976-2016). Predict the product of the given reaction. (1) Given the reactants [CH3:1][O:2][C:3]1[CH:4]=[C:5]([CH:9]2[CH2:13][CH2:12][CH2:11][NH:10]2)[CH:6]=[CH:7][CH:8]=1.[OH:14][CH:15]([C:19]1[CH:24]=[CH:23][C:22]([S:25][CH3:26])=[CH:21][CH:20]=1)[C:16](O)=[O:17].F[P-](F)(F)(F)(F)F.N1(OC(N(C)C)=[N+](C)C)C2C=CC=CC=2N=N1.CCN(C(C)C)C(C)C, predict the reaction product. The product is: [OH:14][CH:15]([C:19]1[CH:24]=[CH:23][C:22]([S:25][CH3:26])=[CH:21][CH:20]=1)[C:16]([N:10]1[CH2:11][CH2:12][CH2:13][CH:9]1[C:5]1[CH:6]=[CH:7][CH:8]=[C:3]([O:2][CH3:1])[CH:4]=1)=[O:17]. (2) Given the reactants [CH3:1][NH:2][C:3]1[N:8]=[C:7]([C:9]2[S:10][C:11]3[CH:19]=[CH:18][CH:17]=[CH:16][C:12]=3[C:13](=[O:15])[N:14]=2)[CH:6]=[CH:5][CH:4]=1.[CH:20]1([C:26](Cl)=[O:27])[CH2:25][CH2:24][CH2:23][CH2:22][CH2:21]1.CN(C)C(=O)C, predict the reaction product. The product is: [CH3:1][N:2]([C:3]1[CH:4]=[CH:5][CH:6]=[C:7]([C:9]2[S:10][C:11]3[CH:19]=[CH:18][CH:17]=[CH:16][C:12]=3[C:13](=[O:15])[N:14]=2)[N:8]=1)[C:26]([CH:20]1[CH2:25][CH2:24][CH2:23][CH2:22][CH2:21]1)=[O:27].